Dataset: Forward reaction prediction with 1.9M reactions from USPTO patents (1976-2016). Task: Predict the product of the given reaction. Given the reactants F[C:2]1[CH:7]=[CH:6][CH:5]=[CH:4][C:3]=1[N+:8]([O-:10])=[O:9].C(=O)([O-])[O-].[K+].[K+].CN1CCCC1=O.[C:24]1([NH:30][CH2:31][CH2:32][NH2:33])[CH:29]=[CH:28][CH:27]=[CH:26][CH:25]=1, predict the reaction product. The product is: [C:24]1([NH:30][CH2:31][CH2:32][NH:33][C:2]2[CH:7]=[CH:6][CH:5]=[CH:4][C:3]=2[N+:8]([O-:10])=[O:9])[CH:29]=[CH:28][CH:27]=[CH:26][CH:25]=1.